From a dataset of Full USPTO retrosynthesis dataset with 1.9M reactions from patents (1976-2016). Predict the reactants needed to synthesize the given product. Given the product [C:35]([O:15][C@@H:13]([CH3:14])[C@@H:12]([NH:11][C:8]1[CH:7]=[CH:6][C:3]([C:4]#[N:5])=[C:2]([Cl:1])[C:9]=1[CH3:10])[C:16]1[O:17][C:18]([C:21]2[CH:22]=[CH:23][C:24]([C:27]#[N:28])=[CH:25][CH:26]=2)=[N:19][N:20]=1)(=[O:38])[CH2:36][CH3:37], predict the reactants needed to synthesize it. The reactants are: [Cl:1][C:2]1[C:9]([CH3:10])=[C:8]([NH:11][C@@H:12]([C:16]2[O:17][C:18]([C:21]3[CH:26]=[CH:25][C:24]([C:27]#[N:28])=[CH:23][CH:22]=3)=[N:19][N:20]=2)[C@@H:13]([OH:15])[CH3:14])[CH:7]=[CH:6][C:3]=1[C:4]#[N:5].N1C=CC=CC=1.[C:35](Cl)(=[O:38])[CH2:36][CH3:37].